Dataset: Catalyst prediction with 721,799 reactions and 888 catalyst types from USPTO. Task: Predict which catalyst facilitates the given reaction. (1) Reactant: C([O:3][C:4](=[O:34])[C:5]([O:8][C:9]1[CH:14]=[CH:13][C:12]([O:15][CH2:16][CH2:17][N:18]2[C:23](=[O:24])[C:22]3[N:25]([CH3:31])[N:26]=[C:27]([CH2:28][CH2:29][CH3:30])[C:21]=3[N:20]=[C:19]2[CH2:32][CH3:33])=[CH:11][CH:10]=1)([CH3:7])[CH3:6])C.C(=O)([O-])[O-].[Na+].[Na+]. Product: [CH2:32]([C:19]1[N:18]([CH2:17][CH2:16][O:15][C:12]2[CH:11]=[CH:10][C:9]([O:8][C:5]([CH3:7])([CH3:6])[C:4]([OH:34])=[O:3])=[CH:14][CH:13]=2)[C:23](=[O:24])[C:22]2[N:25]([CH3:31])[N:26]=[C:27]([CH2:28][CH2:29][CH3:30])[C:21]=2[N:20]=1)[CH3:33]. The catalyst class is: 5. (2) Product: [S:1]1[CH:5]=[CH:4][C:3]([CH:6]([C:7]([O:9][CH2:24][CH2:23][CH2:22][CH2:21][CH2:20][CH2:19][CH2:18][CH2:17][CH2:16][CH2:15][CH2:14][CH3:13])=[O:8])[C:10]([O:12][CH2:13][CH2:14][CH2:15][CH2:16][CH2:17][CH2:18][CH2:19][CH2:20][CH2:21][CH2:22][CH2:23][CH3:24])=[O:11])=[CH:2]1. The catalyst class is: 1. Reactant: [S:1]1[CH:5]=[CH:4][C:3]([CH:6]([C:10]([OH:12])=[O:11])[C:7]([OH:9])=[O:8])=[CH:2]1.[CH2:13](O)[CH2:14][CH2:15][CH2:16][CH2:17][CH2:18][CH2:19][CH2:20][CH2:21][CH2:22][CH2:23][CH3:24].CS(O)(=O)=O.C(Cl)Cl. (3) Reactant: [CH3:1][N:2]1[CH2:15][CH2:14][C:13]2[C:12]3[CH:11]=[C:10]([CH3:16])[CH:9]=[CH:8][C:7]=3[NH:6][C:5]=2[CH2:4][CH2:3]1.Br[CH:18]=[C:19]([C:21]1[CH:26]=[CH:25][C:24]([Cl:27])=[CH:23][C:22]=1[Cl:28])[CH3:20].N1CCC[C@H]1C(O)=O.[O-]P([O-])([O-])=O.[K+].[K+].[K+]. Product: [Cl:28][C:22]1[CH:23]=[C:24]([Cl:27])[CH:25]=[CH:26][C:21]=1/[C:19](/[CH3:20])=[CH:18]/[N:6]1[C:7]2[CH:8]=[CH:9][C:10]([CH3:16])=[CH:11][C:12]=2[C:13]2[CH2:14][CH2:15][N:2]([CH3:1])[CH2:3][CH2:4][C:5]1=2. The catalyst class is: 122.